Predict the reactants needed to synthesize the given product. From a dataset of Retrosynthesis with 50K atom-mapped reactions and 10 reaction types from USPTO. Given the product NCCN1CCC(Nc2nc3cncnc3n2Cc2ccc(F)cc2)CC1, predict the reactants needed to synthesize it. The reactants are: N#CCN1CCC(Nc2nc3cncnc3n2Cc2ccc(F)cc2)CC1.